This data is from Full USPTO retrosynthesis dataset with 1.9M reactions from patents (1976-2016). The task is: Predict the reactants needed to synthesize the given product. (1) Given the product [CH3:13][N:4]1[C:5]([CH3:11])=[CH:6][C:7](=[O:9])[NH:8][C:3]1=[O:2], predict the reactants needed to synthesize it. The reactants are: C[O:2][C:3]1[N:8]=[C:7]([O:9]C)[CH:6]=[C:5]([CH3:11])[N:4]=1.I[CH3:13]. (2) Given the product [CH2:37]([O:36][C:34](=[O:35])[CH2:33][N:21]1[CH2:20][CH2:19][C:18]([C:10]2[CH:11]=[CH:12][C:13]([O:14][CH:15]([F:17])[F:16])=[C:8]([O:7][CH:2]3[CH2:3][CH2:4][CH2:5][CH2:6]3)[CH:9]=2)([C:24]#[N:25])[CH2:23][CH2:22]1)[CH3:38], predict the reactants needed to synthesize it. The reactants are: Cl.[CH:2]1([O:7][C:8]2[CH:9]=[C:10]([C:18]3([C:24]#[N:25])[CH2:23][CH2:22][NH:21][CH2:20][CH2:19]3)[CH:11]=[CH:12][C:13]=2[O:14][CH:15]([F:17])[F:16])[CH2:6][CH2:5][CH2:4][CH2:3]1.C(=O)([O-])[O-].[K+].[K+].Br[CH2:33][C:34]([O:36][CH2:37][CH3:38])=[O:35].O. (3) Given the product [C:9]([O:13][C:14]([N:16]1[CH2:20][CH2:19][C@@H:18]([O:8][C:4]2[CH:5]=[N:6][CH:7]=[C:2]([Br:1])[CH:3]=2)[CH2:17]1)=[O:15])([CH3:12])([CH3:10])[CH3:11], predict the reactants needed to synthesize it. The reactants are: [Br:1][C:2]1[CH:3]=[C:4]([OH:8])[CH:5]=[N:6][CH:7]=1.[C:9]([O:13][C:14]([N:16]1[CH2:20][CH2:19][C@H:18](O)[CH2:17]1)=[O:15])([CH3:12])([CH3:11])[CH3:10].C1C(COC(/N=N\C(OCC2C=CC(Cl)=CC=2)=O)=O)=CC=C(Cl)C=1.C1(P(C2C=CC=CC=2)C2C=CC=CC=2)C=CC=CC=1. (4) Given the product [F:1][C:2]1[C:7]([F:8])=[CH:6][CH:5]=[CH:4][C:3]=1[CH:9]1[O:21][CH:10]1[CH2:11][OH:12], predict the reactants needed to synthesize it. The reactants are: [F:1][C:2]1[C:7]([F:8])=[CH:6][CH:5]=[CH:4][C:3]=1/[CH:9]=[CH:10]/[CH2:11][OH:12].ClC1C=CC=C(C(OO)=[O:21])C=1.C(=O)([O-])[O-].[Na+].[Na+].C(=O)(O)[O-].[Na+]. (5) Given the product [Cl:1][C:2]1[C:7]([CH:29]=[O:30])=[CH:6][N:5]=[C:4]2[NH:8][CH:9]=[CH:10][C:3]=12, predict the reactants needed to synthesize it. The reactants are: [Cl:1][C:2]1[CH:7]=[CH:6][N:5]=[C:4]2[N:8]([Si](C(C)C)(C(C)C)C(C)C)[CH:9]=[CH:10][C:3]=12.[Li]C(CC)C.CN([CH:29]=[O:30])C.Cl.C([O-])(O)=O.[Na+]. (6) Given the product [Cl:1][C:2]1[N:10]=[C:9]2[C:5]([N:6]=[C:7]([C:29]([OH:30])([CH3:31])[CH3:28])[NH:8]2)=[C:4]([N:17]2[CH2:18][CH2:19][O:20][CH2:21][CH2:22]2)[N:3]=1, predict the reactants needed to synthesize it. The reactants are: [Cl:1][C:2]1[N:10]=[C:9]2[C:5]([N:6]=[CH:7][N:8]2C2CCCCO2)=[C:4]([N:17]2[CH2:22][CH2:21][O:20][CH2:19][CH2:18]2)[N:3]=1.[Li]CCCC.[CH3:28][C:29]([CH3:31])=[O:30]. (7) Given the product [CH2:1]([N:8]1[C:13](=[O:14])[C:12]2[N:15]=[CH:16][CH:17]=[CH:18][C:11]=2[N:10]=[C:9]1[CH:19]([N:22]([CH2:23][CH2:24][N:25]([CH3:27])[CH3:26])[C:33](=[O:34])[C:32]1[CH:36]=[CH:37][C:29]([Br:28])=[CH:30][CH:31]=1)[CH2:20][CH3:21])[C:2]1[CH:7]=[CH:6][CH:5]=[CH:4][CH:3]=1, predict the reactants needed to synthesize it. The reactants are: [CH2:1]([N:8]1[C:13](=[O:14])[C:12]2[N:15]=[CH:16][CH:17]=[CH:18][C:11]=2[N:10]=[C:9]1[CH:19]([NH:22][CH2:23][CH2:24][N:25]([CH3:27])[CH3:26])[CH2:20][CH3:21])[C:2]1[CH:7]=[CH:6][CH:5]=[CH:4][CH:3]=1.[Br:28][C:29]1[CH:37]=[CH:36][C:32]([C:33](Cl)=[O:34])=[CH:31][CH:30]=1.